From a dataset of Full USPTO retrosynthesis dataset with 1.9M reactions from patents (1976-2016). Predict the reactants needed to synthesize the given product. (1) Given the product [NH2:33][CH2:32][C:31]1[CH:41]=[CH:42][C:28]([C:26]([NH:25][CH2:24][C:23]2[CH:22]=[CH:21][C:20]([O:19][CH2:18][CH2:17][C:16]([N:12]3[CH2:13][C@@H:14]([OH:15])[C@H:10]([OH:9])[CH2:11]3)=[O:45])=[CH:44][CH:43]=2)=[O:27])=[CH:29][CH:30]=1, predict the reactants needed to synthesize it. The reactants are: Cl.[Si]([O:9][C@H:10]1[C@H:14]([OH:15])[CH2:13][N:12]([C:16](=[O:45])[CH2:17][CH2:18][O:19][C:20]2[CH:44]=[CH:43][C:23]([CH2:24][NH:25][C:26]([C:28]3[CH:42]=[CH:41][C:31]([CH2:32][NH:33]C(=O)OC(C)(C)C)=[CH:30][CH:29]=3)=[O:27])=[CH:22][CH:21]=2)[CH2:11]1)(C(C)(C)C)(C)C. (2) Given the product [O:22]1[CH2:23][CH:24]=[C:25]([C:2]2[CH:7]=[C:6]([C:8]3[CH:9]=[C:10]([CH:12]=[CH:13][C:14]=3[CH3:15])[NH2:11])[CH:5]=[C:4]([N:16]3[CH2:21][CH2:20][O:19][CH2:18][CH2:17]3)[N:3]=2)[CH2:26][CH2:27]1, predict the reactants needed to synthesize it. The reactants are: Cl[C:2]1[CH:7]=[C:6]([C:8]2[CH:9]=[C:10]([CH:12]=[CH:13][C:14]=2[CH3:15])[NH2:11])[CH:5]=[C:4]([N:16]2[CH2:21][CH2:20][O:19][CH2:18][CH2:17]2)[N:3]=1.[O:22]1[CH2:27][CH:26]=[C:25](B2OC(C)(C)C(C)(C)O2)[CH2:24][CH2:23]1. (3) The reactants are: [CH3:1][O:2][C:3]1[CH:4]=[C:5]([C:13]2[CH:18]=[C:17]([CH3:19])[N:16]=[C:15](OS(C(F)(F)F)(=O)=O)[CH:14]=2)[CH:6]=[CH:7][C:8]=1[C:9]([F:12])([F:11])[F:10].[Cl:28][C:29]1(B(O)O)[CH:34]=[CH:33][CH:32]=[CH:31][NH:30]1. Given the product [Cl:28][C:29]1[CH:34]=[C:33]([C:15]2[CH:14]=[C:13]([C:5]3[CH:6]=[CH:7][C:8]([C:9]([F:12])([F:11])[F:10])=[C:3]([O:2][CH3:1])[CH:4]=3)[CH:18]=[C:17]([CH3:19])[N:16]=2)[CH:32]=[CH:31][N:30]=1, predict the reactants needed to synthesize it.